From a dataset of Forward reaction prediction with 1.9M reactions from USPTO patents (1976-2016). Predict the product of the given reaction. Given the reactants C[O:2][C:3]([C:5]1[CH:6]=[CH:7][C:8]2[O:17][CH2:16][CH2:15][C:14]3[N:10]([N:11]=[C:12]([C:18]4[N:19]([CH2:23][C:24]([F:27])([F:26])[F:25])[N:20]=[CH:21][N:22]=4)[CH:13]=3)[C:9]=2[CH:28]=1)=[O:4].[OH-].[Li+], predict the reaction product. The product is: [F:26][C:24]([F:25])([F:27])[CH2:23][N:19]1[C:18]([C:12]2[CH:13]=[C:14]3[N:10]([N:11]=2)[C:9]2[CH:28]=[C:5]([C:3]([OH:4])=[O:2])[CH:6]=[CH:7][C:8]=2[O:17][CH2:16][CH2:15]3)=[N:22][CH:21]=[N:20]1.